Dataset: Forward reaction prediction with 1.9M reactions from USPTO patents (1976-2016). Task: Predict the product of the given reaction. (1) Given the reactants C([C@]1(C([N:12]2[CH2:17][CH2:16][N:15]([C:18]3[CH:23]=[C:22]([C:24]([F:27])([F:26])[F:25])[CH:21]=[C:20]([CH3:28])[N:19]=3)[CH2:14][CH2:13]2)=O)CC[C@@H](N)C1)(C)C.CC1C(=O)CCOC1.C(N(CC)CC)C.C(O[BH-](OC(=O)C)OC(=O)C)(=O)C.[Na+], predict the reaction product. The product is: [CH3:28][C:20]1[N:19]=[C:18]([N:15]2[CH2:16][CH2:17][NH:12][CH2:13][CH2:14]2)[CH:23]=[C:22]([C:24]([F:27])([F:25])[F:26])[CH:21]=1. (2) Given the reactants [CH3:1][O:2]C1C=C2C(C(C(F)(F)F)OC2)=CC=1C=O.[CH3:18][O:19][C:20]1[CH:21]=[C:22]2[C:27](=[CH:28][CH:29]=1)[C:26]([CH3:34])([C:30]([F:33])([F:32])[F:31])[O:25][CH2:24][CH2:23]2, predict the reaction product. The product is: [CH3:18][O:19][C:20]1[CH:21]=[C:22]2[C:27](=[CH:28][C:29]=1[CH:1]=[O:2])[C:26]([CH3:34])([C:30]([F:33])([F:31])[F:32])[O:25][CH2:24][CH2:23]2. (3) Given the reactants [CH3:1][C:2]1[CH:6]=[C:5]([CH3:7])[NH:4][C:3]=1[C:8](=[C:12]1[C:20]2[C:15](=[CH:16][CH:17]=[CH:18][CH:19]=2)[NH:14][C:13]1=[O:21])[C:9](O)=[O:10].Cl.Cl.[CH3:24][N:25]([CH3:33])[C:26]1[CH:27]=[C:28]([CH:30]=[CH:31][CH:32]=1)[NH2:29], predict the reaction product. The product is: [CH3:24][N:25]([CH3:33])[C:26]1[CH:27]=[C:28]([NH:29][C:9](=[O:10])[C:8]([C:3]2[NH:4][C:5]([CH3:7])=[CH:6][C:2]=2[CH3:1])=[C:12]2[C:20]3[C:15](=[CH:16][CH:17]=[CH:18][CH:19]=3)[NH:14][C:13]2=[O:21])[CH:30]=[CH:31][CH:32]=1. (4) Given the reactants [CH3:1][C:2]([C:4]1[CH:9]=[CH:8][C:7]([Cl:10])=[C:6]([Cl:11])[CH:5]=1)=[O:3].CC(C)([O-])C.[K+], predict the reaction product. The product is: [Cl:11][C:6]1[CH:5]=[C:4]([CH:2]([OH:3])[CH3:1])[CH:9]=[CH:8][C:7]=1[Cl:10]. (5) Given the reactants [Si]([O:8][CH2:9][C@@H:10]([N:14]1[CH:23]=[CH:22][C:21]2[C:16](=[CH:17][CH:18]=[CH:19][C:20]=2[NH:24][C:25](=[O:37])[CH2:26][CH:27]2[CH:34]3[CH2:35][CH:30]4[CH2:31][CH:32]([CH2:36][CH:28]2[CH2:29]4)[CH2:33]3)[C:15]1=[O:38])[C:11]([NH2:13])=[O:12])(C(C)(C)C)(C)C.O1CCCC1.[F-].C([N+](CCCC)(CCCC)CCCC)CCC, predict the reaction product. The product is: [OH:8][CH2:9][C@@H:10]([N:14]1[CH:23]=[CH:22][C:21]2[C:16](=[CH:17][CH:18]=[CH:19][C:20]=2[NH:24][C:25](=[O:37])[CH2:26][CH:27]2[CH:28]3[CH2:36][CH:32]4[CH2:31][CH:30]([CH2:35][CH:34]2[CH2:33]4)[CH2:29]3)[C:15]1=[O:38])[C:11]([NH2:13])=[O:12]. (6) Given the reactants [F:1][C:2]1[CH:3]=[C:4]([NH:8][C:9]([N:11]2[CH2:16][CH2:15][N:14]([C:17]3[NH:26][C:25](=O)[C:24]4[C:19](=[CH:20][CH:21]=[CH:22][CH:23]=4)[N:18]=3)[CH:13]([CH:28]([CH3:30])[CH3:29])[CH2:12]2)=[O:10])[CH:5]=[CH:6][CH:7]=1.C(=O)([O-])O.[Na+].P(Cl)(Cl)([Cl:38])=O, predict the reaction product. The product is: [Cl:38][C:25]1[C:24]2[C:19](=[CH:20][CH:21]=[CH:22][CH:23]=2)[N:18]=[C:17]([N:14]2[CH2:15][CH2:16][N:11]([C:9]([NH:8][C:4]3[CH:5]=[CH:6][CH:7]=[C:2]([F:1])[CH:3]=3)=[O:10])[CH2:12][CH:13]2[CH:28]([CH3:30])[CH3:29])[N:26]=1. (7) Given the reactants [N:1]1[NH:2][N:3]=[N:4][C:5]=1[C:6]1[S:10][C:9]([N:11]2[CH2:16][CH2:15][N:14]([C:17]([O:19][C:20]([CH3:23])([CH3:22])[CH3:21])=[O:18])[CH2:13][CH2:12]2)=[N:8][N:7]=1.C(N(CC)CC)C.Br[CH2:32][C:33]([O:35][CH2:36][CH3:37])=[O:34], predict the reaction product. The product is: [CH2:36]([O:35][C:33](=[O:34])[CH2:32][N:3]1[N:2]=[N:1][C:5]([C:6]2[S:10][C:9]([N:11]3[CH2:12][CH2:13][N:14]([C:17]([O:19][C:20]([CH3:23])([CH3:22])[CH3:21])=[O:18])[CH2:15][CH2:16]3)=[N:8][N:7]=2)=[N:4]1)[CH3:37].